Dataset: Forward reaction prediction with 1.9M reactions from USPTO patents (1976-2016). Task: Predict the product of the given reaction. Given the reactants [F:1][CH2:2][CH2:3][CH2:4][CH2:5][CH2:6][C:7]1[N:11]([C:12]2[CH:17]=[CH:16][C:15]([C:18]([NH:20][CH2:21][C:22]([F:25])([F:24])[F:23])=[O:19])=[CH:14][CH:13]=2)[N:10]=[N:9][C:8]=1[C:26]([NH:28][CH2:29][CH2:30][NH:31]C(=O)OC(C)(C)C)=[O:27].[ClH:39].C(OCC)(=O)C, predict the reaction product. The product is: [ClH:39].[NH2:31][CH2:30][CH2:29][NH:28][C:26]([C:8]1[N:9]=[N:10][N:11]([C:12]2[CH:13]=[CH:14][C:15]([C:18]([NH:20][CH2:21][C:22]([F:24])([F:25])[F:23])=[O:19])=[CH:16][CH:17]=2)[C:7]=1[CH2:6][CH2:5][CH2:4][CH2:3][CH2:2][F:1])=[O:27].